This data is from Full USPTO retrosynthesis dataset with 1.9M reactions from patents (1976-2016). The task is: Predict the reactants needed to synthesize the given product. (1) Given the product [C:6]([NH:9][C:10]1[S:11][C:12]([S:2]([Cl:1])(=[O:5])=[O:3])=[CH:13][C:14]=1[C:15](=[O:16])[NH2:17])(=[O:8])[CH3:7], predict the reactants needed to synthesize it. The reactants are: [Cl:1][S:2]([OH:5])(=O)=[O:3].[C:6]([NH:9][C:10]1[S:11][CH:12]=[CH:13][C:14]=1[C:15]([NH2:17])=[O:16])(=[O:8])[CH3:7]. (2) Given the product [Cl:18][CH2:17][CH2:16][CH2:15][S:13][C:3]1[N:2]([CH3:1])[C:6]([C:7]2[CH:8]=[N:9][CH:10]=[CH:11][CH:12]=2)=[N:5][N:4]=1, predict the reactants needed to synthesize it. The reactants are: [CH3:1][N:2]1[C:6]([C:7]2[CH:8]=[N:9][CH:10]=[CH:11][CH:12]=2)=[N:5][NH:4][C:3]1=[S:13].Br[CH2:15][CH2:16][CH2:17][Cl:18].C(O)(=O)C.